Dataset: Forward reaction prediction with 1.9M reactions from USPTO patents (1976-2016). Task: Predict the product of the given reaction. (1) Given the reactants [CH3:1][O:2][C:3]1[CH:28]=[CH:27][C:6]2[C:7]([C:20]#[C:21][CH2:22][CH2:23][CH2:24][CH2:25][OH:26])=[C:8]([C:12]3[CH:17]=[CH:16][CH:15]=[C:14]([O:18][CH3:19])[CH:13]=3)[CH2:9][CH2:10][CH2:11][C:5]=2[CH:4]=1, predict the reaction product. The product is: [CH3:1][O:2][C:3]1[CH:28]=[CH:27][C:6]2[C:7]([CH2:20][CH2:21][CH2:22][CH2:23][CH2:24][CH2:25][OH:26])=[C:8]([C:12]3[CH:17]=[CH:16][CH:15]=[C:14]([O:18][CH3:19])[CH:13]=3)[CH2:9][CH2:10][CH2:11][C:5]=2[CH:4]=1. (2) Given the reactants [N:1]1([C:5]([C:7]2[S:15][C:14]3[C:9](=[N:10][CH:11]=[CH:12][C:13]=3Cl)[CH:8]=2)=[O:6])[CH2:4][CH2:3][CH2:2]1.[CH3:17][NH:18][C:19]([C:21]1[C:29]2[C:24](=[CH:25][C:26]([OH:30])=[CH:27][CH:28]=2)[N:23]([CH3:31])[C:22]=1[CH3:32])=[O:20].C([O-])([O-])=O.[Cs+].[Cs+], predict the reaction product. The product is: [CH3:17][NH:18][C:19]([CH:21]1[C:29]2[C:24](=[CH:25][C:26]([O:30][C:13]3[CH:12]=[CH:11][N:10]=[C:9]4[CH:8]=[C:7]([C:5]([N:1]5[CH2:4][CH2:3][CH2:2]5)=[O:6])[S:15][C:14]=34)=[CH:27][CH:28]=2)[N:23]([CH3:31])[CH:22]1[CH3:32])=[O:20]. (3) The product is: [ClH:23].[CH3:22][NH:21][C:16]1([C:18]([NH2:20])=[O:19])[CH2:17][NH:14][CH2:15]1. Given the reactants C([N:14]1[CH2:17][C:16]([NH:21][CH3:22])([C:18]([NH2:20])=[O:19])[CH2:15]1)(C1C=CC=CC=1)C1C=CC=CC=1.[ClH:23], predict the reaction product. (4) Given the reactants [CH:1]1[C:13]2[CH:12]([CH2:14][O:15][C:16]([N:18]3[CH2:22][C@H:21]([OH:23])[CH2:20][C@H:19]3[C:24](=[O:55])[NH:25][CH2:26][CH2:27][O:28][CH2:29][CH2:30][O:31][C:32]([C:47]3[CH:52]=[CH:51][C:50]([O:53][CH3:54])=[CH:49][CH:48]=3)([C:39]3[CH:44]=[CH:43][C:42]([O:45][CH3:46])=[CH:41][CH:40]=3)[C:33]3[CH:38]=[CH:37][CH:36]=[CH:35][CH:34]=3)=[O:17])[C:11]3[C:6](=[CH:7][CH:8]=[CH:9][CH:10]=3)[C:5]=2[CH:4]=[CH:3][CH:2]=1.[C:56]1(=[O:62])[O:61][C:59](=[O:60])[CH2:58][CH2:57]1, predict the reaction product. The product is: [CH3:46][O:45][C:42]1[CH:41]=[CH:40][C:39]([C:32]([C:47]2[CH:48]=[CH:49][C:50]([O:53][CH3:54])=[CH:51][CH:52]=2)([C:33]2[CH:38]=[CH:37][CH:36]=[CH:35][CH:34]=2)[O:31][CH2:30][CH2:29][O:28][CH2:27][CH2:26][NH:25][C:24]([C@H:19]2[N:18]([C:16]([O:15][CH2:14][CH:12]3[C:11]4[CH:10]=[CH:9][CH:8]=[CH:7][C:6]=4[C:5]4[C:13]3=[CH:1][CH:2]=[CH:3][CH:4]=4)=[O:17])[CH2:22][C@H:21]([O:23][C:56](=[O:62])[CH2:57][CH2:58][C:59]([OH:61])=[O:60])[CH2:20]2)=[O:55])=[CH:44][CH:43]=1.